This data is from Forward reaction prediction with 1.9M reactions from USPTO patents (1976-2016). The task is: Predict the product of the given reaction. (1) The product is: [CH3:32][C:17]1[CH:18]=[C:19]([NH:21][C:22]2[CH:27]=[C:26]([C:28]([F:31])([F:30])[F:29])[CH:25]=[CH:24][N:23]=2)[N:20]=[C:15]([C:13]2[N:12]=[N:11][N:10]([CH2:1][CH:2]([OH:37])[CH:3]([C:4]3[CH:5]=[CH:6][CH:7]=[CH:8][CH:9]=3)[OH:46])[CH:14]=2)[CH:16]=1. Given the reactants [CH2:1]([N:10]1[CH:14]=[C:13]([C:15]2[N:20]=[C:19]([NH:21][C:22]3[CH:27]=[C:26]([C:28]([F:31])([F:30])[F:29])[CH:25]=[CH:24][N:23]=3)[CH:18]=[C:17]([CH3:32])[CH:16]=2)[N:12]=[N:11]1)[CH:2]=[CH:3][C:4]1[CH:9]=[CH:8][CH:7]=[CH:6][CH:5]=1.C[N+]1([O-])CC[O:37]CC1.C1COCC1.[OH2:46], predict the reaction product. (2) Given the reactants [C:1]1([S:7](Cl)(=[O:9])=[O:8])[CH:6]=[CH:5][CH:4]=[CH:3][CH:2]=1.[NH2:11][CH2:12][CH2:13][CH2:14][NH:15][C:16]1[CH:21]=[C:20]([C:22]2[CH:27]=[CH:26][CH:25]=[C:24]([CH3:28])[C:23]=2[CH3:29])[N:19]=[C:18]([NH2:30])[N:17]=1, predict the reaction product. The product is: [NH2:30][C:18]1[N:17]=[C:16]([NH:15][CH2:14][CH2:13][CH2:12][NH:11][S:7]([C:1]2[CH:6]=[CH:5][CH:4]=[CH:3][CH:2]=2)(=[O:9])=[O:8])[CH:21]=[C:20]([C:22]2[CH:27]=[CH:26][CH:25]=[C:24]([CH3:28])[C:23]=2[CH3:29])[N:19]=1. (3) Given the reactants [OH:1][CH2:2][C:3]1[CH:8]=[CH:7][C:6]([CH2:9][C:10]([OH:12])=[O:11])=[CH:5][CH:4]=1, predict the reaction product. The product is: [CH:2]([C:3]1[CH:8]=[CH:7][C:6]([CH2:9][C:10]([OH:12])=[O:11])=[CH:5][CH:4]=1)=[O:1]. (4) Given the reactants Cl[C:2]1[C:7]([C:8]2[N:13]=[CH:12][N:11]=[C:10]([NH:14]C3C=C(OC)C(OC)=C(OC)C=3)[N:9]=2)=[CH:6][CH:5]=[CH:4][N:3]=1.N.[NH2:28][C:29]1[CH:30]=[C:31]([CH:48]=[CH:49][CH:50]=1)[C:32]([NH:34][C:35]1[CH:40]=[CH:39][C:38]([O:41][C:42]2[CH:47]=[CH:46][CH:45]=[CH:44][CH:43]=2)=[CH:37][CH:36]=1)=[O:33], predict the reaction product. The product is: [NH2:14][C:10]1[N:11]=[CH:12][N:13]=[C:8]([C:7]2[C:2]([NH:28][C:29]3[CH:30]=[C:31]([CH:48]=[CH:49][CH:50]=3)[C:32]([NH:34][C:35]3[CH:36]=[CH:37][C:38]([O:41][C:42]4[CH:47]=[CH:46][CH:45]=[CH:44][CH:43]=4)=[CH:39][CH:40]=3)=[O:33])=[N:3][CH:4]=[CH:5][CH:6]=2)[N:9]=1. (5) The product is: [Br:9][C:10]1[C:11]([CH:16]([OH:17])[C:2]([F:4])([F:3])[F:1])=[N:12][N:13]([CH3:15])[CH:14]=1. Given the reactants [F:1][C:2]([Si](C)(C)C)([F:4])[F:3].[Br:9][C:10]1[C:11]([CH:16]=[O:17])=[N:12][N:13]([CH3:15])[CH:14]=1.Cl.O, predict the reaction product. (6) The product is: [CH3:1][N:2]([CH3:3])[CH:6]([C:11]1[C:12](=[O:20])[C:13]([OH:19])=[C:14]([CH2:17][CH3:18])[NH:15][CH:16]=1)[C:7]([F:10])([F:9])[F:8]. Given the reactants [CH3:1][NH:2][CH3:3].Cl.Cl[CH:6]([C:11]1[C:12](=[O:20])[C:13]([OH:19])=[C:14]([CH2:17][CH3:18])[NH:15][CH:16]=1)[C:7]([F:10])([F:9])[F:8], predict the reaction product.